Dataset: Forward reaction prediction with 1.9M reactions from USPTO patents (1976-2016). Task: Predict the product of the given reaction. (1) Given the reactants [O:1]1[C:5]2[CH:6]=[CH:7][C:8]([CH2:10][N:11]([CH2:30][CH:31]([CH3:33])[CH3:32])[C:12](=[O:29])[C@@H:13]([NH:21]C(=O)OC(C)(C)C)[CH2:14][C:15]3[N:19]([CH3:20])[CH:18]=[N:17][CH:16]=3)=[CH:9][C:4]=2[CH:3]=[CH:2]1.Cl.C(N(CC)CC)C.[C:42]([CH2:46][C:47](Cl)=[O:48])([CH3:45])([CH3:44])[CH3:43], predict the reaction product. The product is: [O:1]1[C:5]2[CH:6]=[CH:7][C:8]([CH2:10][N:11]([CH2:30][CH:31]([CH3:33])[CH3:32])[C:12](=[O:29])[C@@H:13]([NH:21][C:47](=[O:48])[CH2:46][C:42]([CH3:45])([CH3:44])[CH3:43])[CH2:14][C:15]3[N:19]([CH3:20])[CH:18]=[N:17][CH:16]=3)=[CH:9][C:4]=2[CH:3]=[CH:2]1. (2) Given the reactants Br[CH:2]([C:23]1[CH:28]=[CH:27][CH:26]=[CH:25][CH:24]=1)[C:3]([C:5]1[CH:10]=[CH:9][C:8]([C:11]2([NH:15][C:16](=[O:22])[O:17][C:18]([CH3:21])([CH3:20])[CH3:19])[CH2:14][CH2:13][CH2:12]2)=[CH:7][CH:6]=1)=O.[CH3:29][O:30][C:31]1[N:36]=[N:35][C:34]([NH2:37])=[C:33]([CH3:38])[C:32]=1[CH3:39].C(N(CC)C(C)C)(C)C, predict the reaction product. The product is: [CH3:29][O:30][C:31]1[C:32]([CH3:39])=[C:33]([CH3:38])[C:34]2[N:35]([C:2]([C:23]3[CH:28]=[CH:27][CH:26]=[CH:25][CH:24]=3)=[C:3]([C:5]3[CH:6]=[CH:7][C:8]([C:11]4([NH:15][C:16](=[O:22])[O:17][C:18]([CH3:21])([CH3:19])[CH3:20])[CH2:12][CH2:13][CH2:14]4)=[CH:9][CH:10]=3)[N:37]=2)[N:36]=1. (3) Given the reactants [CH2:1]([O:3][C:4]([C:6]1[N:7]([NH2:12])[N:8]=[C:9]([CH3:11])[CH:10]=1)=[O:5])[CH3:2].C(N(CC)CC)C.[Br:20][C:21]1[CH:29]=[CH:28][C:24]([C:25](Cl)=[O:26])=[CH:23][CH:22]=1, predict the reaction product. The product is: [CH2:1]([O:3][C:4]([C:6]1[N:7]([NH:12][C:25](=[O:26])[C:24]2[CH:28]=[CH:29][C:21]([Br:20])=[CH:22][CH:23]=2)[N:8]=[C:9]([CH3:11])[CH:10]=1)=[O:5])[CH3:2]. (4) Given the reactants I[C:2]1[CH:7]=[N:6][N:5](C2CCCCO2)[C:4](=[O:14])[CH:3]=1.[Cl:15][C:16]1[CH:21]=[CH:20][CH:19]=[CH:18][C:17]=1[OH:22], predict the reaction product. The product is: [Cl:15][C:16]1[CH:21]=[CH:20][CH:19]=[CH:18][C:17]=1[O:22][C:2]1[CH:7]=[N:6][NH:5][C:4](=[O:14])[CH:3]=1. (5) Given the reactants [N:1]1[CH:6]=[CH:5][CH:4]=[C:3]([CH2:7][NH:8][C:9]([NH:11][C:12]2[CH:17]=[CH:16][C:15]([N:18]3[C:26]4[C:21](=[CH:22][CH:23]=[CH:24][CH:25]=4)[C:20]([C:27]4[N:28]([CH2:32][CH2:33][CH:34]5[CH2:39][CH2:38][N:37](C(OC(C)(C)C)=O)[CH2:36][CH2:35]5)[CH:29]=[CH:30][N:31]=4)=[CH:19]3)=[CH:14][CH:13]=2)=[O:10])[CH:2]=1.Cl, predict the reaction product. The product is: [NH:37]1[CH2:36][CH2:35][CH:34]([CH2:33][CH2:32][N:28]2[CH:29]=[CH:30][N:31]=[C:27]2[C:20]2[C:21]3[C:26](=[CH:25][CH:24]=[CH:23][CH:22]=3)[N:18]([C:15]3[CH:16]=[CH:17][C:12]([NH:11][C:9]([NH:8][CH2:7][C:3]4[CH:2]=[N:1][CH:6]=[CH:5][CH:4]=4)=[O:10])=[CH:13][CH:14]=3)[CH:19]=2)[CH2:39][CH2:38]1.